Dataset: Reaction yield outcomes from USPTO patents with 853,638 reactions. Task: Predict the reaction yield, written as a fraction of the theoretical maximum amount of product (1.0 means a 100% yield; for example, 0.34 means a 34% yield). (1) The reactants are [C:1]([C:4]1[CH:5]=[C:6]([NH:10][C:11](=O)C(F)(F)F)[CH:7]=[CH:8][CH:9]=1)(=[O:3])[CH3:2].CO[CH:19](OC)[N:20]([CH3:22])[CH3:21].O. The catalyst is CN(C)C=O. The product is [CH3:19][N:20]([CH3:22])[CH:21]=[CH:2][C:1]([C:4]1[CH:9]=[CH:8][CH:7]=[C:6]([NH:10][CH3:11])[CH:5]=1)=[O:3]. The yield is 0.550. (2) The reactants are [NH2:1][C:2]1[CH:15]=[CH:14][C:5]([O:6][C:7]2[CH:12]=[CH:11][N:10]=[C:9]([NH2:13])[CH:8]=2)=[CH:4][C:3]=1[Cl:16].C(N(CC)CC)C.Cl[C:25](OC1C=CC=CC=1)=[O:26].[N:34]1([CH2:40][CH2:41][CH2:42][NH2:43])[CH2:39][CH2:38][O:37][CH2:36][CH2:35]1. The catalyst is O1CCCC1.C(OCC)(=O)C.CN(C)C=O. The product is [NH2:1][C:2]1[CH:15]=[CH:14][C:5]([O:6][C:7]2[CH:12]=[CH:11][N:10]=[C:9]([NH:13][C:25]([NH:43][CH2:42][CH2:41][CH2:40][N:34]3[CH2:39][CH2:38][O:37][CH2:36][CH2:35]3)=[O:26])[CH:8]=2)=[CH:4][C:3]=1[Cl:16]. The yield is 0.278. (3) The reactants are [CH2:1]([O:3][C:4]([C:6]1([NH:11][C:12]([CH:14]2[CH2:18][CH:17]([O:19][Si:20]([C:23]([CH3:26])([CH3:25])[CH3:24])([CH3:22])[CH3:21])[CH2:16][N:15]2[C:27](=[O:44])[CH:28]([NH:36][C:37]([O:39][C:40]([CH3:43])([CH3:42])[CH3:41])=[O:38])[CH2:29][CH2:30][CH2:31][CH2:32][CH2:33]C=C)=[O:13])[CH2:8][CH:7]1[CH:9]=[CH2:10])=[O:5])[CH3:2].C1(P(C2CCCCC2)C2CCCCC2)CCCCC1. The catalyst is C(Cl)Cl. The product is [CH2:1]([O:3][C:4]([C:6]12[CH2:8][CH:7]1[CH:9]=[CH:10][CH2:33][CH2:32][CH2:31][CH2:30][CH2:29][CH:28]([NH:36][C:37]([O:39][C:40]([CH3:42])([CH3:43])[CH3:41])=[O:38])[C:27](=[O:44])[N:15]1[CH:14]([CH2:18][CH:17]([O:19][Si:20]([C:23]([CH3:24])([CH3:26])[CH3:25])([CH3:21])[CH3:22])[CH2:16]1)[C:12](=[O:13])[NH:11]2)=[O:5])[CH3:2]. The yield is 0.960. (4) The reactants are [CH3:1][NH2:2].[CH3:3][C:4]1[C:12]2[C:7](=[CH:8][CH:9]=[CH:10][CH:11]=2)[NH:6][C:5]=1[CH:13]=O.[BH4-].[Na+].O. The catalyst is CO. The product is [CH3:3][C:4]1[C:12]2[C:7](=[CH:8][CH:9]=[CH:10][CH:11]=2)[NH:6][C:5]=1[CH2:13][NH:2][CH3:1]. The yield is 0.710. (5) The reactants are [NH2:1][C@@H:2]1[C:11]2[C:6](=[CH:7][CH:8]=[CH:9][CH:10]=2)[C@H:5]([OH:12])[CH2:4][CH2:3]1.[H-].[Na+].F[C:16]1[CH:17]=[CH:18][C:19]2[N:20]([C:22]([C@@H:25]3[CH2:29][C:28]([CH3:31])([CH3:30])[CH2:27][N:26]3[CH3:32])=[N:23][N:24]=2)[CH:21]=1.N. The catalyst is CN(C=O)C.CO.C(Cl)Cl. The product is [CH3:32][N:26]1[CH2:27][C:28]([CH3:31])([CH3:30])[CH2:29][C@H:25]1[C:22]1[N:20]2[CH:21]=[C:16]([O:12][C@H:5]3[C:6]4[C:11](=[CH:10][CH:9]=[CH:8][CH:7]=4)[C@@H:2]([NH2:1])[CH2:3][CH2:4]3)[CH:17]=[CH:18][C:19]2=[N:24][N:23]=1. The yield is 0.740. (6) The reactants are [Cl:1][C:2]1[N:7]=[C:6]([Cl:8])[N:5]=[C:4](Cl)[N:3]=1.[CH3:10][C:11]1[CH:16]=[C:15]([CH3:17])[CH:14]=[C:13]([CH3:18])[C:12]=1[OH:19].[OH-].[Na+].CCOC(C)=O. The catalyst is C1(C)C=CC=CC=1. The product is [Cl:1][C:2]1[N:7]=[C:6]([Cl:8])[N:5]=[C:4]([O:19][C:12]2[C:13]([CH3:18])=[CH:14][C:15]([CH3:17])=[CH:16][C:11]=2[CH3:10])[N:3]=1. The yield is 0.820. (7) The reactants are N(C[C@H]1CCNC[C@H]1O)=[N+]=[N-].C(N(CC)CC)C.FC1C([O:26][C:27]([C:29]2[N:30]=[N:31][C:32]([CH2:48][CH2:49][CH2:50][CH3:51])=[C:33]([C:35]3[CH:40]=[CH:39][C:38]([O:41][CH:42]4[CH2:47][CH2:46][CH2:45][CH2:44][CH2:43]4)=[CH:37][CH:36]=3)[CH:34]=2)=O)=C(F)C(F)=C(F)C=1F.CCOC(C)=O. The catalyst is COCCOC. The product is [CH2:48]([C:32]1[N:31]=[N:30][C:29]([CH:27]=[O:26])=[CH:34][C:33]=1[C:35]1[CH:36]=[CH:37][C:38]([O:41][CH:42]2[CH2:47][CH2:46][CH2:45][CH2:44][CH2:43]2)=[CH:39][CH:40]=1)[CH2:49][CH2:50][CH3:51]. The yield is 0.250. (8) The reactants are [Cl:1][C:2]([F:13])([F:12])[C:3]1[N:8]=[CH:7][C:6]([C:9](=[O:11])[CH3:10])=[CH:5][CH:4]=1.[BH4-].[Na+].Cl. The catalyst is CO. The product is [Cl:1][C:2]([F:12])([F:13])[C:3]1[N:8]=[CH:7][C:6]([CH:9]([OH:11])[CH3:10])=[CH:5][CH:4]=1. The yield is 0.930. (9) The reactants are [CH2:1]([N:4]1[CH:8]=[C:7]([C:9]([O:11][CH2:12][CH3:13])=[O:10])[N:6]=[CH:5]1)[CH:2]=[CH2:3].C1C(=O)N([Br:21])C(=O)C1. The product is [CH2:1]([N:4]1[CH:8]=[C:7]([C:9]([O:11][CH2:12][CH3:13])=[O:10])[N:6]=[C:5]1[Br:21])[CH:2]=[CH2:3]. The catalyst is C1COCC1. The yield is 0.289.